Dataset: Full USPTO retrosynthesis dataset with 1.9M reactions from patents (1976-2016). Task: Predict the reactants needed to synthesize the given product. Given the product [N+:1]([C:4]1[CH:12]=[C:11]2[C:7]([CH:8]=[N:9][N:10]2[CH:14]2[CH2:15][CH2:16][CH2:17][CH2:18][O:13]2)=[CH:6][CH:5]=1)([O-:3])=[O:2], predict the reactants needed to synthesize it. The reactants are: [N+:1]([C:4]1[CH:12]=[C:11]2[C:7]([CH:8]=[N:9][NH:10]2)=[CH:6][CH:5]=1)([O-:3])=[O:2].[O:13]1[CH:18]=[CH:17][CH2:16][CH2:15][CH2:14]1.CC1C=CC(S(O)(=O)=O)=CC=1.